From a dataset of Experimentally validated miRNA-target interactions with 360,000+ pairs, plus equal number of negative samples. Binary Classification. Given a miRNA mature sequence and a target amino acid sequence, predict their likelihood of interaction. The miRNA is hsa-miR-1200 with sequence CUCCUGAGCCAUUCUGAGCCUC. The protein sequence of the target gene is MAAGQGGWLRPALGLRLLLATAFQAVSALGAEFASEACRELGFSSNLLCSSCDLLGQFNLLPLDPVCRGCCQEEAQFETKKLYAGAILEVCGUKLGRFPQVQAFVRSDKPKLFRGLQIKYVRGSDPVLKLLDDNGNIAEELSILKWNTDSVEEFLSEKLERI. Result: 0 (no interaction).